From a dataset of Forward reaction prediction with 1.9M reactions from USPTO patents (1976-2016). Predict the product of the given reaction. (1) The product is: [Cl:3][C:4]1[CH:5]=[C:6]([NH:16][CH:17]([CH3:19])[CH3:18])[C:7]([C:10]2[O:14][C:13]([S:15][CH3:1])=[N:12][N:11]=2)=[CH:8][N:9]=1. Given the reactants [CH3:1]I.[Cl:3][C:4]1[N:9]=[CH:8][C:7]([C:10]2[O:14][C:13]([SH:15])=[N:12][N:11]=2)=[C:6]([NH:16][CH:17]([CH3:19])[CH3:18])[CH:5]=1, predict the reaction product. (2) Given the reactants [F:1][C:2]1[CH:33]=[CH:32][C:5]2[NH:6][C:7]([C:9]3[CH:10]=[CH:11][C:12]([N:15]4[CH2:19][CH2:18][C@@H:17]([O:20][C@H:21]5[CH2:26][CH2:25][C@H:24]([CH2:27][C:28]([O:30]C)=[O:29])[CH2:23][CH2:22]5)[CH2:16]4)=[N:13][CH:14]=3)=[N:8][C:4]=2[CH:3]=1.[OH-].[Li+], predict the reaction product. The product is: [F:1][C:2]1[CH:33]=[CH:32][C:5]2[NH:6][C:7]([C:9]3[CH:10]=[CH:11][C:12]([N:15]4[CH2:19][CH2:18][C@@H:17]([O:20][C@H:21]5[CH2:22][CH2:23][C@H:24]([CH2:27][C:28]([OH:30])=[O:29])[CH2:25][CH2:26]5)[CH2:16]4)=[N:13][CH:14]=3)=[N:8][C:4]=2[CH:3]=1. (3) Given the reactants C(O[C:4]([C:6]1[N:7]=[C:8]([C:15]2[C:20]([F:21])=[CH:19][CH:18]=[CH:17][C:16]=2[F:22])[N:9]([CH3:14])[C:10](=[O:13])[C:11]=1[OH:12])=[O:5])C.[F:23][C:24]([F:35])([F:34])[C:25]1[CH:32]=[C:31]([F:33])[CH:30]=[CH:29][C:26]=1[CH2:27][NH2:28], predict the reaction product. The product is: [F:33][C:31]1[CH:30]=[CH:29][C:26]([CH2:27][NH:28][C:4]([C:6]2[N:7]=[C:8]([C:15]3[C:16]([F:22])=[CH:17][CH:18]=[CH:19][C:20]=3[F:21])[N:9]([CH3:14])[C:10](=[O:13])[C:11]=2[OH:12])=[O:5])=[C:25]([C:24]([F:23])([F:34])[F:35])[CH:32]=1. (4) The product is: [CH2:22]([C:17]1[CH:18]=[C:13]2[CH:12]=[CH:11][N:10]([S:7]([C:1]3[CH:6]=[CH:5][CH:4]=[CH:3][CH:2]=3)(=[O:9])=[O:8])[C:14]2=[N:15][CH:16]=1)[CH:21]=[CH2:20]. Given the reactants [C:1]1([S:7]([N:10]2[C:14]3=[N:15][CH:16]=[C:17](Br)[CH:18]=[C:13]3[CH:12]=[CH:11]2)(=[O:9])=[O:8])[CH:6]=[CH:5][CH:4]=[CH:3][CH:2]=1.[CH2:20]([Sn](CCCC)(CCCC)CCCC)[CH:21]=[CH2:22], predict the reaction product. (5) Given the reactants ClC(Cl)(Cl)C([O:6][C:7]([N:9]1[CH:14]2[C:15]([C:36](O)=[O:37])=[C:16]([C:18]3[CH:23]=[CH:22][C:21]([O:24][CH2:25][CH2:26][O:27][C:28]4[CH:33]=[C:32]([F:34])[CH:31]=[CH:30][C:29]=4[Cl:35])=[CH:20][CH:19]=3)[CH2:17][CH:10]1[CH2:11][N:12]([C:39](=[O:41])[CH3:40])[CH2:13]2)=[O:8])(C)C.[CH:44]1([NH:47][CH2:48][C:49]2[CH:54]=[CH:53][CH:52]=[C:51]([CH3:55])[C:50]=2[CH3:56])[CH2:46][CH2:45]1, predict the reaction product. The product is: [CH:7]([OH:8])=[O:6].[CH:44]1([N:47]([CH2:48][C:49]2[CH:54]=[CH:53][CH:52]=[C:51]([CH3:55])[C:50]=2[CH3:56])[C:36]([C:15]2[CH:14]3[NH:9][CH:10]([CH2:17][C:16]=2[C:18]2[CH:23]=[CH:22][C:21]([O:24][CH2:25][CH2:26][O:27][C:28]4[CH:33]=[C:32]([F:34])[CH:31]=[CH:30][C:29]=4[Cl:35])=[CH:20][CH:19]=2)[CH2:11][N:12]([C:39](=[O:41])[CH3:40])[CH2:13]3)=[O:37])[CH2:46][CH2:45]1. (6) Given the reactants Br[C:2]1[CH:3]=[C:4]([O:11][CH2:12][CH3:13])[C:5]([OH:10])=[C:6]([CH:9]=1)[CH:7]=[O:8].[O:14]1[CH:18]=[CH:17][CH:16]=[C:15]1B(O)O, predict the reaction product. The product is: [CH2:12]([O:11][C:4]1[C:5]([OH:10])=[C:6]([CH:9]=[C:2]([C:15]2[O:14][CH:18]=[CH:17][CH:16]=2)[CH:3]=1)[CH:7]=[O:8])[CH3:13]. (7) Given the reactants [C:1]([O:10][CH3:11])(=[O:9])[C:2]1[C:3](=[CH:5][CH:6]=[CH:7][CH:8]=1)[NH2:4].Br[C:13]1[C:25]2[NH:24][C:23]3[C:18](=[CH:19][CH:20]=[CH:21][CH:22]=3)[C:17]=2[CH:16]=[CH:15][CH:14]=1.C1(P(C2C=CC=CC=2)C2C3OC4C(=CC=CC=4P(C4C=CC=CC=4)C4C=CC=CC=4)C(C)(C)C=3C=CC=2)C=CC=CC=1.C([O-])([O-])=O.[Cs+].[Cs+], predict the reaction product. The product is: [C:22]1([NH:4][C:3]2[CH:5]=[CH:6][CH:7]=[CH:8][C:2]=2[C:1]([O:10][CH3:11])=[O:9])[C:23]2[NH:24][C:25]3[C:17](=[CH:16][CH:15]=[CH:14][CH:13]=3)[C:18]=2[CH:19]=[CH:20][CH:21]=1.